This data is from Reaction yield outcomes from USPTO patents with 853,638 reactions. The task is: Predict the reaction yield, written as a fraction of the theoretical maximum amount of product (1.0 means a 100% yield; for example, 0.34 means a 34% yield). (1) The reactants are N(C(OCC)=O)=NC(OCC)=O.[CH2:13]([N:20]1[CH2:24][CH2:23][C:22]([C:26]2[CH:31]=[CH:30][CH:29]=[CH:28][C:27]=2[CH2:32][OH:33])(O)[CH2:21]1)[C:14]1[CH:19]=[CH:18][CH:17]=[CH:16][CH:15]=1.C1(P(C2C=CC=CC=2)C2C=CC=CC=2)C=CC=CC=1. The catalyst is C1COCC1. The product is [CH2:13]([N:20]1[CH2:24][CH2:23][C:22]2([C:26]3[CH:31]=[CH:30][CH:29]=[CH:28][C:27]=3[CH2:32][O:33]2)[CH2:21]1)[C:14]1[CH:15]=[CH:16][CH:17]=[CH:18][CH:19]=1. The yield is 0.460. (2) The reactants are [F:1][C:2]1[CH:3]=[CH:4][C:5]([O:10][C:11]2[CH:12]=[C:13]3[C:17](=[CH:18][CH:19]=2)[N:16]([CH2:20][C:21]([OH:24])([CH3:23])[CH3:22])[N:15]=[CH:14]3)=[C:6]([CH:9]=1)[C:7]#[N:8].N1C(C)=CC=CC=1C.[Si:33](OS(C(F)(F)F)(=O)=O)([C:36]([CH3:39])([CH3:38])[CH3:37])([CH3:35])[CH3:34]. The catalyst is ClCCl.CCOCC. The product is [Si:33]([O:24][C:21]([CH3:22])([CH3:23])[CH2:20][N:16]1[C:17]2[C:13](=[CH:12][C:11]([O:10][C:5]3[CH:4]=[CH:3][C:2]([F:1])=[CH:9][C:6]=3[C:7]#[N:8])=[CH:19][CH:18]=2)[CH:14]=[N:15]1)([C:36]([CH3:39])([CH3:38])[CH3:37])([CH3:35])[CH3:34]. The yield is 0.940. (3) The reactants are [CH2:1]([CH:3]([C:6]1[C:7]2[N:8]([C:13]([C:17]3[S:21][C:20](Br)=[N:19][C:18]=3[CH3:23])=[C:14]([CH3:16])[N:15]=2)[N:9]=[C:10]([CH3:12])[CH:11]=1)[CH2:4][CH3:5])[CH3:2].[NH3:24]. The catalyst is CO.[Cu-]=O. The product is [CH2:1]([CH:3]([C:6]1[C:7]2[N:8]([C:13]([C:17]3[S:21][C:20]([NH2:24])=[N:19][C:18]=3[CH3:23])=[C:14]([CH3:16])[N:15]=2)[N:9]=[C:10]([CH3:12])[CH:11]=1)[CH2:4][CH3:5])[CH3:2]. The yield is 0.540. (4) The reactants are [ClH:1].C(OCC)(=O)C.[CH:8]([O:11][C:12]1[CH:17]=[CH:16][C:15]([NH:18][C:19]([C@H:21]2[C@H:26]3[CH2:27][CH2:28][C@H:23]([CH2:24][N:25]3C(OC(C)(C)C)=O)[CH2:22]2)=[O:20])=[CH:14][CH:13]=1)([CH3:10])[CH3:9]. The catalyst is C(Cl)(Cl)Cl. The product is [ClH:1].[CH:8]([O:11][C:12]1[CH:17]=[CH:16][C:15]([NH:18][C:19]([C@H:21]2[C@H:26]3[CH2:27][CH2:28][C@H:23]([CH2:24][NH:25]3)[CH2:22]2)=[O:20])=[CH:14][CH:13]=1)([CH3:10])[CH3:9]. The yield is 1.00. (5) The reactants are [CH3:1][C:2]1[C:3]([N+:21]([O-])=O)=[C:4]2[C:9](=[CH:10][CH:11]=1)[C:8]([NH:12][C:13]1[CH:20]=[CH:19][C:16]([C:17]#[N:18])=[CH:15][CH:14]=1)=[N:7][CH:6]=[CH:5]2.O.O.[Sn](Cl)Cl.C([O-])([O-])=O.[Na+].[Na+]. The catalyst is CCO. The product is [NH2:21][C:3]1[C:2]([CH3:1])=[CH:11][CH:10]=[C:9]2[C:4]=1[CH:5]=[CH:6][N:7]=[C:8]2[NH:12][C:13]1[CH:20]=[CH:19][C:16]([C:17]#[N:18])=[CH:15][CH:14]=1. The yield is 0.680. (6) The reactants are [NH2:1][C@@H:2]1[CH2:7][CH2:6][C@H:5]([NH:8][C:9]2[N:14]=[C:13]([N:15]([CH3:17])[CH3:16])[CH:12]=[C:11]([CH3:18])[N:10]=2)[CH2:4][CH2:3]1.[Cl:19][C:20]1[N:28]=[CH:27][CH:26]=[CH:25][C:21]=1[C:22](Cl)=[O:23].CCN(C(C)C)C(C)C. The catalyst is C(Cl)Cl. The product is [Cl:19][C:20]1[N:28]=[CH:27][CH:26]=[CH:25][C:21]=1[C:22]([NH:1][C@H:2]1[CH2:3][CH2:4][C@@H:5]([NH:8][C:9]2[N:14]=[C:13]([N:15]([CH3:17])[CH3:16])[CH:12]=[C:11]([CH3:18])[N:10]=2)[CH2:6][CH2:7]1)=[O:23]. The yield is 0.940. (7) The reactants are [C:1]([O:5][C:6](=[O:21])[CH2:7][CH2:8][NH:9][C:10]1[CH:15]=[CH:14][C:13]([C:16]([F:19])([F:18])[F:17])=[C:12]([Cl:20])[CH:11]=1)([CH3:4])([CH3:3])[CH3:2].Br[CH2:23][C:24]([O:26][CH3:27])=[O:25]. No catalyst specified. The product is [C:1]([O:5][C:6](=[O:21])[CH2:7][CH2:8][N:9]([C:10]1[CH:15]=[CH:14][C:13]([C:16]([F:18])([F:19])[F:17])=[C:12]([Cl:20])[CH:11]=1)[CH2:23][C:24]([O:26][CH3:27])=[O:25])([CH3:4])([CH3:2])[CH3:3]. The yield is 0.340. (8) The reactants are [F:1][C:2]1[CH:10]=[CH:9][C:5]([C:6]([OH:8])=O)=[CH:4][CH:3]=1.CN(C(ON1N=NC2C=CC=NC1=2)=[N+](C)C)C.F[P-](F)(F)(F)(F)F.CN1CCOCC1.[CH3:42][O:43][C:44]1[C:45]2[N:58]=[C:57]([NH2:59])[S:56][C:46]=2[C:47]([N:50]2[CH2:55][CH2:54][O:53][CH2:52][CH2:51]2)=[N:48][CH:49]=1. The catalyst is C1COCC1. The product is [F:1][C:2]1[CH:3]=[CH:4][C:5]([C:6]([NH:59][C:57]2[S:56][C:46]3[C:47]([N:50]4[CH2:55][CH2:54][O:53][CH2:52][CH2:51]4)=[N:48][CH:49]=[C:44]([O:43][CH3:42])[C:45]=3[N:58]=2)=[O:8])=[CH:9][CH:10]=1. The yield is 0.560.